Dataset: Catalyst prediction with 721,799 reactions and 888 catalyst types from USPTO. Task: Predict which catalyst facilitates the given reaction. (1) Reactant: [F:1][C:2]1[CH:36]=[CH:35][C:5]2[C:6]([CH:9]3[CH2:14][CH2:13][N:12]([C:15]([C@@H:17]([NH:21][C:22]([C:24]4[C:33]([OH:34])=[N:32][C:31]5[C:26](=[CH:27][CH:28]=[CH:29][CH:30]=5)[N:25]=4)=[O:23])[CH:18]([CH3:20])[CH3:19])=[O:16])[CH2:11][CH2:10]3)=N[O:8][C:4]=2[CH:3]=1.Cl.C[OH:39]. Product: [F:1][C:2]1[CH:36]=[CH:35][C:5]([C:6]([CH:9]2[CH2:10][CH2:11][N:12]([C:15]([C@@H:17]([NH:21][C:22]([C:24]3[C:33]([OH:34])=[N:32][C:31]4[C:26](=[CH:27][CH:28]=[CH:29][CH:30]=4)[N:25]=3)=[O:23])[CH:18]([CH3:20])[CH3:19])=[O:16])[CH2:13][CH2:14]2)=[O:39])=[C:4]([OH:8])[CH:3]=1. The catalyst class is: 719. (2) Product: [C:20]1([NH:19][C:18]([C@@H:10]2[N:9]([C:8](=[O:27])[C@@H:7]([NH2:28])[CH:1]3[CH2:2][CH2:3][CH2:4][CH2:5][CH2:6]3)[C:13]3=[N:14][CH:15]=[CH:16][CH:17]=[C:12]3[CH2:11]2)=[O:26])[CH:21]=[CH:22][CH:23]=[CH:24][CH:25]=1. Reactant: [CH:1]1([C@H:7]([NH:28]C(=O)OC(C)(C)C)[C:8](=[O:27])[N:9]2[C:13]3=[N:14][CH:15]=[CH:16][CH:17]=[C:12]3[CH2:11][C@@H:10]2[C:18](=[O:26])[NH:19][C:20]2[CH:25]=[CH:24][CH:23]=[CH:22][CH:21]=2)[CH2:6][CH2:5][CH2:4][CH2:3][CH2:2]1.C(O)(C(F)(F)F)=O. The catalyst class is: 2. (3) Reactant: Cl[C:2]1[CH:11]=[C:10]([C:12]2[CH:13]=[N:14][CH:15]=[N:16][CH:17]=2)[C:9]2[CH2:8][CH2:7][CH2:6][CH2:5][C:4]=2[N:3]=1.[OH:18][CH2:19][C:20]1[N:25]=[CH:24][C:23]([C:26]#[N:27])=[CH:22][CH:21]=1.O(C(C)(C)C)[Na]. Product: [N:14]1[CH:13]=[C:12]([C:10]2[C:9]3[CH2:8][CH2:7][CH2:6][CH2:5][C:4]=3[N:3]=[C:2]([O:18][CH2:19][C:20]3[N:25]=[CH:24][C:23]([C:26]#[N:27])=[CH:22][CH:21]=3)[CH:11]=2)[CH:17]=[N:16][CH:15]=1. The catalyst class is: 187. (4) Reactant: [CH2:1]([N:3]1[C:7]([CH3:8])=[C:6]([CH2:9]O)[N:5]=[CH:4]1)[CH3:2].S(Cl)([Cl:13])=O. Product: [ClH:13].[Cl:13][CH2:9][C:6]1[N:5]=[CH:4][N:3]([CH2:1][CH3:2])[C:7]=1[CH3:8]. The catalyst class is: 4. (5) Reactant: [Cl:1][C:2]1[C:10]([Cl:11])=[C:9]2[C:5]([CH2:6][C:7]([CH:14]3[CH2:18][CH2:17][CH2:16][CH2:15]3)([CH3:13])[C:8]2=[O:12])=[CH:4][C:3]=1[OH:19].Br[CH2:21][C:22]1[CH:30]=[CH:29][C:25]([C:26]([NH2:28])=[O:27])=[CH:24][CH:23]=1.C(=O)([O-])[O-].[K+].[K+]. Product: [Cl:1][C:2]1[C:10]([Cl:11])=[C:9]2[C:5]([CH2:6][C:7]([CH:14]3[CH2:18][CH2:17][CH2:16][CH2:15]3)([CH3:13])[C:8]2=[O:12])=[CH:4][C:3]=1[O:19][CH2:21][C:22]1[CH:30]=[CH:29][C:25]([C:26]([NH2:28])=[O:27])=[CH:24][CH:23]=1. The catalyst class is: 21. (6) Reactant: C(O)(=O)C.[O:5]=[CH:6][CH2:7][CH2:8][C:9]1[CH:14]=[CH:13][C:12]([CH2:15][C:16]([O:18][CH3:19])=[O:17])=[CH:11][CH:10]=1.[CH2:20]([Mg]Cl)[C:21]1[CH:26]=[CH:25][CH:24]=[CH:23][CH:22]=1.CC(OC)(C)C. Product: [OH:5][CH:6]([CH2:20][C:21]1[CH:26]=[CH:25][CH:24]=[CH:23][CH:22]=1)[CH2:7][CH2:8][C:9]1[CH:14]=[CH:13][C:12]([CH2:15][C:16]([O:18][CH3:19])=[O:17])=[CH:11][CH:10]=1. The catalyst class is: 1. (7) Product: [Br:11][C:12]1[CH:20]=[CH:19][C:15]([C:16]2[N:17]=[C:3]([OH:4])[C:5]3[CH2:9][CH2:8][CH2:7][C:6]=3[N:18]=2)=[CH:14][CH:13]=1. The catalyst class is: 12. Reactant: CO[C:3]([CH:5]1[CH2:9][CH2:8][CH2:7][C:6]1=O)=[O:4].[Br:11][C:12]1[CH:20]=[CH:19][C:15]([C:16](=[NH:18])[NH2:17])=[CH:14][CH:13]=1. (8) Reactant: [CH:1]1[CH:9]=[CH:8][CH:7]=[C:6]2[C:2]=1[C:3]1[C:16]3[C:11](=[CH:12][CH:13]=[CH:14][CH:15]=3)[CH2:10][C:4]=1[NH:5]2.O1[CH2:21][CH2:20]OC1.CC([O-])(C)C.[K+].C(Br)C.[NH4+].[Cl-]. Product: [CH2:20]([N:5]1[C:6]2[C:2](=[CH:1][CH:9]=[CH:8][CH:7]=2)[C:3]2[C:16]3[C:11]([CH2:10][C:4]1=2)=[CH:12][CH:13]=[CH:14][CH:15]=3)[CH3:21]. The catalyst class is: 6. (9) Reactant: [CH:1]1[C:6]2=[CH:7][CH:8]=[C:9]3[C:14]([O:13][CH2:12][C:11]4[CH:15]=[C:16]([OH:19])[CH:17]=[CH:18][C:10]3=4)=[C:5]2[CH:4]=[CH:3][C:2]=1[OH:20].N1C=CC=CC=1.[S:27](O[S:27]([C:30]([F:33])([F:32])[F:31])(=[O:29])=[O:28])([C:30]([F:33])([F:32])[F:31])(=[O:29])=[O:28].[OH2:42]. Product: [F:31][C:30]([F:33])([F:32])[S:27]([O:19][C:16]1[CH:17]=[CH:18][C:10]2[C:9]3[C:14](=[C:5]4[CH:4]=[CH:3][C:2]([O:20][S:27]([C:30]([F:31])([F:32])[F:33])(=[O:28])=[O:29])=[CH:1][C:6]4=[CH:7][CH:8]=3)[O:13][CH2:12][C:11]=2[CH:15]=1)(=[O:28])=[O:42]. The catalyst class is: 2.